Dataset: NCI-60 drug combinations with 297,098 pairs across 59 cell lines. Task: Regression. Given two drug SMILES strings and cell line genomic features, predict the synergy score measuring deviation from expected non-interaction effect. (1) Drug 1: CCC1(CC2CC(C3=C(CCN(C2)C1)C4=CC=CC=C4N3)(C5=C(C=C6C(=C5)C78CCN9C7C(C=CC9)(C(C(C8N6C=O)(C(=O)OC)O)OC(=O)C)CC)OC)C(=O)OC)O.OS(=O)(=O)O. Drug 2: C1C(C(OC1N2C=NC3=C(N=C(N=C32)Cl)N)CO)O. Cell line: U251. Synergy scores: CSS=35.7, Synergy_ZIP=-10.5, Synergy_Bliss=-8.75, Synergy_Loewe=-5.13, Synergy_HSA=-4.50. (2) Drug 1: CC1=C(N=C(N=C1N)C(CC(=O)N)NCC(C(=O)N)N)C(=O)NC(C(C2=CN=CN2)OC3C(C(C(C(O3)CO)O)O)OC4C(C(C(C(O4)CO)O)OC(=O)N)O)C(=O)NC(C)C(C(C)C(=O)NC(C(C)O)C(=O)NCCC5=NC(=CS5)C6=NC(=CS6)C(=O)NCCC[S+](C)C)O. Drug 2: CCCCC(=O)OCC(=O)C1(CC(C2=C(C1)C(=C3C(=C2O)C(=O)C4=C(C3=O)C=CC=C4OC)O)OC5CC(C(C(O5)C)O)NC(=O)C(F)(F)F)O. Cell line: HS 578T. Synergy scores: CSS=34.0, Synergy_ZIP=-11.0, Synergy_Bliss=-9.87, Synergy_Loewe=-7.11, Synergy_HSA=-5.33. (3) Drug 1: CC1CCC2CC(C(=CC=CC=CC(CC(C(=O)C(C(C(=CC(C(=O)CC(OC(=O)C3CCCCN3C(=O)C(=O)C1(O2)O)C(C)CC4CCC(C(C4)OC)O)C)C)O)OC)C)C)C)OC. Drug 2: CCC1=C2CN3C(=CC4=C(C3=O)COC(=O)C4(CC)O)C2=NC5=C1C=C(C=C5)O. Cell line: SK-MEL-5. Synergy scores: CSS=12.8, Synergy_ZIP=-6.55, Synergy_Bliss=-3.74, Synergy_Loewe=-9.24, Synergy_HSA=-1.34. (4) Drug 1: C1=CC(=C2C(=C1NCCNCCO)C(=O)C3=C(C=CC(=C3C2=O)O)O)NCCNCCO. Drug 2: CC1=C(C(CCC1)(C)C)C=CC(=CC=CC(=CC(=O)O)C)C. Cell line: UO-31. Synergy scores: CSS=25.0, Synergy_ZIP=-8.94, Synergy_Bliss=-2.81, Synergy_Loewe=-16.9, Synergy_HSA=-0.107. (5) Drug 1: C1=CN(C(=O)N=C1N)C2C(C(C(O2)CO)O)(F)F. Drug 2: C1CC(C1)(C2=CC=C(C=C2)C3=C(C=C4C(=N3)C=CN5C4=NNC5=O)C6=CC=CC=C6)N. Cell line: T-47D. Synergy scores: CSS=56.4, Synergy_ZIP=1.62, Synergy_Bliss=0.915, Synergy_Loewe=12.2, Synergy_HSA=15.2.